Dataset: Peptide-MHC class II binding affinity with 134,281 pairs from IEDB. Task: Regression. Given a peptide amino acid sequence and an MHC pseudo amino acid sequence, predict their binding affinity value. This is MHC class II binding data. (1) The peptide sequence is EVQLVESGGGLVQPG. The MHC is DRB4_0101 with pseudo-sequence DRB4_0103. The binding affinity (normalized) is 0.125. (2) The peptide sequence is PRGVTHDQLNNFRAG. The MHC is HLA-DQA10101-DQB10501 with pseudo-sequence HLA-DQA10101-DQB10501. The binding affinity (normalized) is 0.0650.